Dataset: Reaction yield outcomes from USPTO patents with 853,638 reactions. Task: Predict the reaction yield, written as a fraction of the theoretical maximum amount of product (1.0 means a 100% yield; for example, 0.34 means a 34% yield). (1) The reactants are C([O:8][N:9]=[C:10]1[C:18]2([CH2:23][CH2:22][CH2:21][CH2:20][CH2:19]2)[C:17]2[C:12](=[CH:13][CH:14]=[C:15](Br)[CH:16]=2)[NH:11]1)C1C=CC=CC=1.[C:25]([C:27]1[CH:28]=[C:29](B(O)O)[CH:30]=[CH:31][CH:32]=1)#[N:26]. The catalyst is C(#N)C1C=CC=CC=1. The product is [C:25]([C:27]1[CH:28]=[C:29]([C:15]2[CH:16]=[C:17]3[C:12](=[CH:13][CH:14]=2)[NH:11][C:10](=[N:9][OH:8])[C:18]23[CH2:23][CH2:22][CH2:21][CH2:20][CH2:19]2)[CH:30]=[CH:31][CH:32]=1)#[N:26]. The yield is 0.710. (2) The catalyst is CO. The product is [F:25][C:19]1[CH:20]=[C:21]([F:24])[CH:22]=[CH:23][C:18]=1[CH2:17][O:16][C:12]1[CH:13]=[C:14]([CH3:15])[N:9]([C:5]2[CH:6]=[CH:7][CH:8]=[C:3]([CH2:2][N:28]([CH3:29])[CH3:27])[CH:4]=2)[C:10](=[O:26])[CH:11]=1. The reactants are Cl[CH2:2][C:3]1[CH:4]=[C:5]([N:9]2[C:14]([CH3:15])=[CH:13][C:12]([O:16][CH2:17][C:18]3[CH:23]=[CH:22][C:21]([F:24])=[CH:20][C:19]=3[F:25])=[CH:11][C:10]2=[O:26])[CH:6]=[CH:7][CH:8]=1.[CH3:27][NH:28][CH3:29]. The yield is 0.990.